Task: Predict the reactants needed to synthesize the given product.. Dataset: Full USPTO retrosynthesis dataset with 1.9M reactions from patents (1976-2016) Given the product [Br:11][CH2:12][CH2:13][CH2:14]/[CH:15]=[CH:6]/[C:5]1[CH:8]=[CH:9][C:2]([Cl:1])=[CH:3][CH:4]=1, predict the reactants needed to synthesize it. The reactants are: [Cl:1][C:2]1[CH:9]=[CH:8][C:5]([CH:6]=O)=[CH:4][CH:3]=1.[Br-].[Br:11][CH2:12][CH2:13][CH2:14][CH2:15][P+](C1C=CC=CC=1)(C1C=CC=CC=1)C1C=CC=CC=1.